From a dataset of NCI-60 drug combinations with 297,098 pairs across 59 cell lines. Regression. Given two drug SMILES strings and cell line genomic features, predict the synergy score measuring deviation from expected non-interaction effect. (1) Drug 1: C1=CC(=C2C(=C1NCCNCCO)C(=O)C3=C(C=CC(=C3C2=O)O)O)NCCNCCO. Drug 2: C1=CC=C(C=C1)NC(=O)CCCCCCC(=O)NO. Cell line: CCRF-CEM. Synergy scores: CSS=48.9, Synergy_ZIP=-0.968, Synergy_Bliss=-3.00, Synergy_Loewe=-5.69, Synergy_HSA=-0.169. (2) Drug 1: CN(C)N=NC1=C(NC=N1)C(=O)N. Drug 2: CCCCC(=O)OCC(=O)C1(CC(C2=C(C1)C(=C3C(=C2O)C(=O)C4=C(C3=O)C=CC=C4OC)O)OC5CC(C(C(O5)C)O)NC(=O)C(F)(F)F)O. Cell line: SN12C. Synergy scores: CSS=2.83, Synergy_ZIP=-2.04, Synergy_Bliss=-0.292, Synergy_Loewe=-3.13, Synergy_HSA=0.0569. (3) Drug 1: CS(=O)(=O)CCNCC1=CC=C(O1)C2=CC3=C(C=C2)N=CN=C3NC4=CC(=C(C=C4)OCC5=CC(=CC=C5)F)Cl. Drug 2: CC1CCCC2(C(O2)CC(NC(=O)CC(C(C(=O)C(C1O)C)(C)C)O)C(=CC3=CSC(=N3)C)C)C. Cell line: NCI-H460. Synergy scores: CSS=57.9, Synergy_ZIP=1.04, Synergy_Bliss=0.0752, Synergy_Loewe=-30.2, Synergy_HSA=0.0233. (4) Drug 1: CC1=C(C(CCC1)(C)C)C=CC(=CC=CC(=CC(=O)O)C)C. Drug 2: CNC(=O)C1=NC=CC(=C1)OC2=CC=C(C=C2)NC(=O)NC3=CC(=C(C=C3)Cl)C(F)(F)F. Cell line: A549. Synergy scores: CSS=20.5, Synergy_ZIP=2.62, Synergy_Bliss=4.22, Synergy_Loewe=-7.67, Synergy_HSA=2.70. (5) Drug 1: C1=CN(C(=O)N=C1N)C2C(C(C(O2)CO)O)O.Cl. Drug 2: CC1=C2C(C(=O)C3(C(CC4C(C3C(C(C2(C)C)(CC1OC(=O)C(C(C5=CC=CC=C5)NC(=O)C6=CC=CC=C6)O)O)OC(=O)C7=CC=CC=C7)(CO4)OC(=O)C)O)C)OC(=O)C. Cell line: LOX IMVI. Synergy scores: CSS=47.2, Synergy_ZIP=-1.24, Synergy_Bliss=-0.374, Synergy_Loewe=-2.44, Synergy_HSA=1.58.